From a dataset of Experimentally validated miRNA-target interactions with 360,000+ pairs, plus equal number of negative samples. Binary Classification. Given a miRNA mature sequence and a target amino acid sequence, predict their likelihood of interaction. The miRNA is hsa-miR-1305 with sequence UUUUCAACUCUAAUGGGAGAGA. The protein sequence of the target gene is MTTLKEAVTFKDVAVVFTEEELRLLDLAQRKLYREVMLENFRNLLSVGHQSLHRDTFHFLKEEKFWMMETATQREGNLGGKIQMEMETVSESGTHEGLFSHQTWEQISSDLTRFQDSMVNSFQFSKQDDMPCQVDAGLSIIHVRQKPSEGRTCKKSFSDVSVLDLHQQLQSREKSHTCDECGKSFCYSSALRIHQRVHMGEKLYNCDVCGKEFNQSSHLQIHQRIHTGEKPFKCEQCGKGFSRRSGLYVHRKLHTGVKPHICEKCGKAFIHDSQLQEHQRIHTGEKPFKCDICCKSFRSR.... Result: 1 (interaction).